Dataset: Full USPTO retrosynthesis dataset with 1.9M reactions from patents (1976-2016). Task: Predict the reactants needed to synthesize the given product. (1) The reactants are: [F:1][C:2]1[CH:3]=[C:4]2[C:9](=[CH:10][C:11]=1B1OC(C)(C)C(C)(C)O1)[CH2:8][N:7](C)[CH2:6][CH2:5]2.[Cl:22][C:23]1N=N[C:26](C)=[CH:27][CH:28]=1.C(=O)([O-])[O-].[Cs+].[Cs+].CN(C)C1[C:47]2C(=[CH:43][CH:44]=[CH:45][C:46]=2[N:48](C)C)C=CC=1.ClC(O[CH:56]([Cl:58])[CH3:57])=O.C[N:60](C)C=O. Given the product [Cl:22][C:23]1[CH:28]=[C:27]([CH:5]2[C:4]3[C:9](=[CH:10][C:11]([C:43]4[N:60]=[N:48][C:46]([CH3:47])=[CH:45][CH:44]=4)=[C:2]([F:1])[CH:3]=3)[CH2:8][NH:7][CH2:6]2)[CH:26]=[CH:57][C:56]=1[Cl:58], predict the reactants needed to synthesize it. (2) Given the product [NH2:27][C:20]1[C:19]2[N:18]=[C:17]([CH2:28][O:29][CH2:30][CH3:31])[N:16]([CH2:15][CH2:14][CH2:13][NH:12][C:3](=[O:4])[N:2]([CH3:1])[C:6]3[CH:11]=[CH:10][CH:9]=[CH:8][CH:7]=3)[C:24]=2[C:23]([CH3:25])=[C:22]([CH3:26])[N:21]=1, predict the reactants needed to synthesize it. The reactants are: [CH3:1][N:2]([C:6]1[CH:11]=[CH:10][CH:9]=[CH:8][CH:7]=1)[C:3](Cl)=[O:4].[NH2:12][CH2:13][CH2:14][CH2:15][N:16]1[C:24]2[C:23]([CH3:25])=[C:22]([CH3:26])[N:21]=[C:20]([NH2:27])[C:19]=2[N:18]=[C:17]1[CH2:28][O:29][CH2:30][CH3:31]. (3) Given the product [OH:1][CH2:2][C:3]([N:5]1[CH2:9][CH2:8][C@@H:7]([O:10][C:11]2[CH:18]=[CH:17][C:16]([C:19]3[CH:24]=[CH:23][N:22]=[C:21]4[NH:25][C:26]([C:28]5[CH:29]=[CH:30][C:31]([C:34]([CH3:36])=[CH2:35])=[CH:32][CH:33]=5)=[CH:27][C:20]=34)=[CH:15][C:12]=2[C:13]#[N:14])[CH2:6]1)=[O:4], predict the reactants needed to synthesize it. The reactants are: [OH:1][CH2:2][C:3]([N:5]1[CH2:9][CH2:8][C@@H:7]([O:10][C:11]2[CH:18]=[CH:17][C:16]([C:19]3[CH:24]=[CH:23][N:22]=[C:21]4[NH:25][C:26]([C:28]5[CH:33]=[CH:32][C:31]([C:34](O)([CH3:36])[CH3:35])=[CH:30][CH:29]=5)=[CH:27][C:20]=34)=[CH:15][C:12]=2[C:13]#[N:14])[CH2:6]1)=[O:4].C(O)(C(F)(F)F)=O. (4) Given the product [Cl:47][C:48]1[C:53]([C:54]([F:56])([F:57])[F:55])=[CH:52][CH:51]=[CH:50][C:49]=1[CH2:58][NH:59][C:14](=[O:16])[C@H:5]1[CH2:4][CH2:3][C:2](=[O:1])[N:6]1[CH2:7][C:8]1[CH:9]=[CH:10][CH:11]=[CH:12][CH:13]=1, predict the reactants needed to synthesize it. The reactants are: [O:1]=[C:2]1[N:6]([CH2:7][C:8]2[CH:13]=[CH:12][CH:11]=[CH:10][CH:9]=2)[C@H:5]([C:14]([OH:16])=O)[CH2:4][CH2:3]1.Cl.CN(C)CCCN=C=NCC.ON1C2C=CC=CC=2N=N1.C(N1CCOCC1)C.[Cl:47][C:48]1[C:53]([C:54]([F:57])([F:56])[F:55])=[CH:52][CH:51]=[CH:50][C:49]=1[CH2:58][NH2:59].C(=O)([O-])O.[Na+]. (5) Given the product [CH3:22][C:19]1[CH:18]=[CH:17][C:16]([C:7]2[CH:8]=[C:9]([C:11]3[S:12][CH:13]=[CH:14][N:15]=3)[CH:10]=[C:5]([C:3]([OH:4])=[O:2])[CH:6]=2)=[CH:21][CH:20]=1, predict the reactants needed to synthesize it. The reactants are: C[O:2][C:3]([C:5]1[CH:6]=[C:7]([C:16]2[CH:21]=[CH:20][C:19]([CH3:22])=[CH:18][CH:17]=2)[CH:8]=[C:9]([C:11]2[S:12][CH:13]=[CH:14][N:15]=2)[CH:10]=1)=[O:4].O[Li].O.